This data is from Catalyst prediction with 721,799 reactions and 888 catalyst types from USPTO. The task is: Predict which catalyst facilitates the given reaction. (1) Reactant: [N:1]([CH2:4][CH2:5][S:6][CH3:7])=[C:2]=[O:3].[N+:8](=[C:10]1[N:14]=[CH:13][N:12]=[C:11]1[C:15]([NH2:17])=[O:16])=[N-:9]. Product: [CH3:7][S:6][CH2:5][CH2:4][N:1]1[C:2](=[O:3])[N:14]2[CH:13]=[N:12][C:11]([C:15]([NH2:17])=[O:16])=[C:10]2[N:8]=[N:9]1. The catalyst class is: 16. (2) Reactant: [Cl:1][C:2]1[CH:3]=[C:4]([CH:7]=[CH:8][C:9]=1[Cl:10])[C:5]#[N:6].Cl.[NH2:12][OH:13].[OH-].[Na+]. Product: [Cl:1][C:2]1[CH:3]=[C:4]([CH:7]=[CH:8][C:9]=1[Cl:10])/[C:5](=[N:12]/[OH:13])/[NH2:6]. The catalyst class is: 8. (3) Reactant: [NH2:1][C:2]1[C:3]([NH:19][C:20]2[CH:25]=[CH:24][C:23]([S:26]([NH2:29])(=[O:28])=[O:27])=[CH:22][CH:21]=2)=[N:4][CH:5]=[N:6][C:7]=1[C:8]1[CH:13]=[CH:12][C:11]([C:14]([F:17])([F:16])[F:15])=[CH:10][C:9]=1[F:18].[C:30]1(C)C=CC(S(O)(=O)=O)=CC=1.C(OC)(OC)OC. Product: [F:18][C:9]1[CH:10]=[C:11]([C:14]([F:16])([F:15])[F:17])[CH:12]=[CH:13][C:8]=1[C:7]1[N:6]=[CH:5][N:4]=[C:3]2[C:2]=1[N:1]=[CH:30][N:19]2[C:20]1[CH:21]=[CH:22][C:23]([S:26]([NH2:29])(=[O:27])=[O:28])=[CH:24][CH:25]=1. The catalyst class is: 26. (4) Reactant: [Br:1][C:2]1[CH:9]=[CH:8][C:5]([CH:6]=O)=[CH:4][CH:3]=1.Cl.[C:11]1([CH:17]2[O:22][CH2:21][CH2:20][NH:19][CH2:18]2)[CH:16]=[CH:15][CH:14]=[CH:13][CH:12]=1. Product: [Br:1][C:2]1[CH:9]=[CH:8][C:5]([CH2:6][N:19]2[CH2:20][CH2:21][O:22][CH:17]([C:11]3[CH:12]=[CH:13][CH:14]=[CH:15][CH:16]=3)[CH2:18]2)=[CH:4][CH:3]=1. The catalyst class is: 1.